Dataset: Reaction yield outcomes from USPTO patents with 853,638 reactions. Task: Predict the reaction yield, written as a fraction of the theoretical maximum amount of product (1.0 means a 100% yield; for example, 0.34 means a 34% yield). (1) The yield is 0.410. The catalyst is ClCCl. The product is [Cl:32][C:19]1[CH:11]=[C:12]([N:8]=[C:1]=[S:2])[CH:15]=[C:14]([Cl:13])[C:20]=1[S:21][C:22]1[CH:27]=[CH:26][CH:25]=[C:24]([C:28]([F:29])([F:30])[F:31])[CH:23]=1. The reactants are [C:1]([N:8]1[CH:12]=[CH:11]N=C1)(N1C=CN=C1)=[S:2].[Cl:13][C:14]1[CH:15]=C(C=[C:19]([Cl:32])[C:20]=1[S:21][C:22]1[CH:27]=[CH:26][CH:25]=[C:24]([C:28]([F:31])([F:30])[F:29])[CH:23]=1)N. (2) The catalyst is CO.[Pd]. The product is [CH:12]12[CH2:11][CH2:10][CH:9]([CH2:8][NH:7][CH2:6]1)[C:18]1[C:13]2=[CH:14][C:4]([NH2:1])=[CH:5][CH:17]=1. The yield is 0.890. The reactants are [N+:1]([C:4]1[CH:14]=[CH:13][C:12]2[CH:11]3CC[N:7]([CH2:8][CH2:9][CH2:10]3)[C:6]=2[CH:5]=1)([O-])=O.[C:17](O)(=O)[CH3:18]. (3) The reactants are [Cl:1][C:2]1[CH:7]=[CH:6][C:5]([C:8]([CH:10]2[CH2:15][CH2:14][N:13]([CH3:16])[CH2:12][CH2:11]2)=[O:9])=[CH:4][CH:3]=1.[BH4-].[Na+]. The catalyst is CO. The product is [Cl:1][C:2]1[CH:7]=[CH:6][C:5]([CH:8]([CH:10]2[CH2:15][CH2:14][N:13]([CH3:16])[CH2:12][CH2:11]2)[OH:9])=[CH:4][CH:3]=1. The yield is 0.980. (4) The reactants are [CH3:1][O:2][C:3]1[CH:4]=[C:5]2[C:10](=[CH:11][C:12]=1[O:13][CH2:14][CH:15]1[CH2:20][CH2:19][N:18](C(OC(C)(C)C)=O)[CH2:17][CH2:16]1)[N:9]=[CH:8][N:7]([CH2:28][O:29][C:30](=[O:35])[C:31]([CH3:34])([CH3:33])[CH3:32])[C:6]2=[O:36].[ClH:37].CCOCC. The catalyst is C(Cl)Cl.C(O)(C)C. The product is [ClH:37].[CH3:1][O:2][C:3]1[CH:4]=[C:5]2[C:10](=[CH:11][C:12]=1[O:13][CH2:14][CH:15]1[CH2:16][CH2:17][NH:18][CH2:19][CH2:20]1)[N:9]=[CH:8][N:7]([CH2:28][O:29][C:30](=[O:35])[C:31]([CH3:32])([CH3:33])[CH3:34])[C:6]2=[O:36]. The yield is 1.00. (5) The reactants are [N:1]1[CH:6]=[CH:5][CH:4]=[CH:3][C:2]=1[CH2:7][CH2:8][C:9]1[CH:16]=[CH:15][C:12]([CH2:13][OH:14])=[CH:11][CH:10]=1. The catalyst is [O-2].[O-2].[Mn+4].C(OCC)(=O)C. The product is [N:1]1[CH:6]=[CH:5][CH:4]=[CH:3][C:2]=1[CH2:7][CH2:8][C:9]1[CH:10]=[CH:11][C:12]([CH:13]=[O:14])=[CH:15][CH:16]=1. The yield is 0.820. (6) The reactants are [NH2:1][C:2]([NH2:4])=[NH:3].Cl.NCCC[NH:10][C:11](=[O:15])[C:12]([CH3:14])=[CH2:13].[OH-].[Na+].C(N([CH2:23][CH3:24])CC)C.[C:25](#N)C. The catalyst is O. The product is [NH:3]([CH2:25][CH2:23][CH2:24][CH:13]=[C:12]([CH3:14])[C:11]([NH2:10])=[O:15])[C:2]([NH2:4])=[NH:1]. The yield is 0.720. (7) The reactants are Br[C:2]1[CH:7]=[CH:6][C:5]([C@H:8]2[CH2:25][C@@:23]3([CH3:24])[C@@H:19]([CH2:20][C@@H:21]([CH3:31])[C@@H:22]3[C:26]([CH:28]3[CH2:30][CH2:29]3)=[O:27])[C@H:18]3[C:9]2=[C:10]2[C:15]([CH2:16][CH2:17]3)=[CH:14][C:13](=[O:32])[CH2:12][CH2:11]2)=[CH:4][CH:3]=1.C([Sn](CCCC)(CCCC)[C:38]1[N:43]=[CH:42][CH:41]=[CH:40][N:39]=1)CCC. No catalyst specified. The product is [CH:28]1([C:26]([C@H:22]2[C@H:21]([CH3:31])[CH2:20][C@H:19]3[C@H:18]4[C:9]([C@@H:8]([C:5]5[CH:4]=[CH:3][C:2]([C:38]6[N:43]=[CH:42][CH:41]=[CH:40][N:39]=6)=[CH:7][CH:6]=5)[CH2:25][C@:23]23[CH3:24])=[C:10]2[C:15](=[CH:14][C:13](=[O:32])[CH2:12][CH2:11]2)[CH2:16][CH2:17]4)=[O:27])[CH2:29][CH2:30]1. The yield is 0.170.